Dataset: Reaction yield outcomes from USPTO patents with 853,638 reactions. Task: Predict the reaction yield, written as a fraction of the theoretical maximum amount of product (1.0 means a 100% yield; for example, 0.34 means a 34% yield). (1) The reactants are [CH2:1]([N:3]([CH2:39][CH3:40])[C:4]([C:6]1[CH:11]=[CH:10][C:9]([CH:12]([C:31]2[CH:36]=[CH:35][CH:34]=[C:33]([O:37][CH3:38])[CH:32]=2)[CH2:13][CH2:14][N:15]2[CH2:20][CH2:19][CH:18]([N:21]3[C:25]4[CH:26]=[CH:27][CH:28]=[CH:29][C:24]=4[NH:23][C:22]3=[O:30])[CH2:17][CH2:16]2)=[CH:8][CH:7]=1)=[O:5])[CH3:2].[H-].[Na+].[CH2:43](Br)[C:44]1[CH:49]=[CH:48][CH:47]=[CH:46][CH:45]=1.O. The catalyst is CN(C)C=O. The product is [CH2:39]([N:3]([CH2:1][CH3:2])[C:4]([C:6]1[CH:7]=[CH:8][C:9]([CH:12]([C:31]2[CH:36]=[CH:35][CH:34]=[C:33]([O:37][CH3:38])[CH:32]=2)[CH2:13][CH2:14][N:15]2[CH2:20][CH2:19][CH:18]([N:21]3[C:25]4[CH:26]=[CH:27][CH:28]=[CH:29][C:24]=4[N:23]([CH2:43][C:44]4[CH:49]=[CH:48][CH:47]=[CH:46][CH:45]=4)[C:22]3=[O:30])[CH2:17][CH2:16]2)=[CH:10][CH:11]=1)=[O:5])[CH3:40]. The yield is 0.570. (2) The reactants are [CH3:1][O:2][C:3](=[O:17])[C:4]1[CH:9]=[CH:8][C:7]([O:10][CH3:11])=[CH:6][C:5]=1[C:12]([CH3:16])([CH3:15])[C:13]#[CH:14].Br[C:19]1[CH:24]=[CH:23][C:22]([C:25]#[N:26])=[CH:21][C:20]=1[NH:27][S:28]([CH3:31])(=[O:30])=[O:29]. The catalyst is [Cu](I)I.CN(C=O)C. The product is [CH3:1][O:2][C:3](=[O:17])[C:4]1[CH:9]=[CH:8][C:7]([O:10][CH3:11])=[CH:6][C:5]=1[C:12]([C:13]1[N:27]([S:28]([CH3:31])(=[O:30])=[O:29])[C:20]2[C:19]([CH:14]=1)=[CH:24][CH:23]=[C:22]([C:25]#[N:26])[CH:21]=2)([CH3:15])[CH3:16]. The yield is 0.620. (3) The reactants are [NH:1]1[CH2:6][CH2:5][CH2:4][CH2:3][CH:2]1[C:7]1[NH:8][C:9]2[C:14]([CH:15]=1)=[CH:13][C:12]([NH2:16])=[CH:11][CH:10]=2.[CH3:17][C:18]([O:21][C:22](O[C:22]([O:21][C:18]([CH3:20])([CH3:19])[CH3:17])=[O:23])=[O:23])([CH3:20])[CH3:19]. The catalyst is CCN(CC)CC.C1COCC1.O. The product is [NH2:16][C:12]1[CH:13]=[C:14]2[C:9](=[CH:10][CH:11]=1)[NH:8][C:7]([CH:2]1[CH2:3][CH2:4][CH2:5][CH2:6][N:1]1[C:22]([O:21][C:18]([CH3:20])([CH3:19])[CH3:17])=[O:23])=[CH:15]2. The yield is 0.0100. (4) The reactants are Br[C:2]1[CH:7]=[CH:6][N:5]=[C:4]([NH2:8])[CH:3]=1.[CH3:9][O:10][C:11]1[C:16](B(O)O)=[CH:15][CH:14]=[CH:13][N:12]=1.C(=O)([O-])[O-].[Na+].[Na+]. The catalyst is CN(C=O)C. The product is [CH3:9][O:10][C:11]1[C:16]([C:2]2[CH:7]=[CH:6][N:5]=[C:4]([NH2:8])[CH:3]=2)=[CH:15][CH:14]=[CH:13][N:12]=1. The yield is 0.930. (5) The reactants are [CH3:1][O:2][C:3]1[CH:8]=[CH:7][C:6]([NH:9][S:10]([CH2:13][CH2:14][NH:15]C(=O)OCC2C=CC=CC=2)(=[O:12])=[O:11])=[CH:5][CH:4]=1.C1CCCCC=1. The catalyst is C(O)C.[OH-].[Pd+2].[OH-]. The product is [NH2:15][CH2:14][CH2:13][S:10]([NH:9][C:6]1[CH:7]=[CH:8][C:3]([O:2][CH3:1])=[CH:4][CH:5]=1)(=[O:11])=[O:12]. The yield is 0.610. (6) The yield is 0.450. The catalyst is CO. The product is [O:3]=[C:4]1[C:5]([C:6]([OH:7])=[O:8])=[CH:9][CH:10]=[N:11][N:12]1[C:13]1[CH:18]=[CH:17][CH:16]=[CH:15][N:14]=1. The reactants are CC1(C)[O:7][C:6](=[O:8])[C:5](=[CH:9]/[CH:10]=[N:11]/[NH:12][C:13]2[CH:18]=[CH:17][CH:16]=[CH:15][N:14]=2)[C:4](=O)[O:3]1.C[O-].[Na+].Cl. (7) The reactants are [CH2:1]([C:3]1[CH:8]=[C:7]([CH3:9])[NH:6][C:5](=[O:10])[C:4]=1[CH2:11][NH:12]C(=O)OC(C)(C)C)[CH3:2].[ClH:20]. The catalyst is O1CCOCC1. The product is [ClH:20].[NH2:12][CH2:11][C:4]1[C:5](=[O:10])[NH:6][C:7]([CH3:9])=[CH:8][C:3]=1[CH2:1][CH3:2]. The yield is 0.779. (8) The reactants are [CH3:1][C:2]1[N:7]=[C:6]([C:8]2[CH:13]=[CH:12][CH:11]=[C:10]([C:14]3[CH:15]=[C:16]([S:20](Cl)(=[O:22])=[O:21])[CH:17]=[CH:18][CH:19]=3)[N:9]=2)[CH:5]=[C:4]([C:24]2[CH:29]=[CH:28][C:27]([C:30]([F:33])([F:32])[F:31])=[CH:26][CH:25]=2)[CH:3]=1.[CH2:34]([NH2:36])[CH3:35].C(N(CC)CC)C. The catalyst is C1COCC1.CCOC(C)=O. The product is [CH2:34]([NH:36][S:20]([C:16]1[CH:17]=[CH:18][CH:19]=[C:14]([C:10]2[N:9]=[C:8]([C:6]3[CH:5]=[C:4]([C:24]4[CH:25]=[CH:26][C:27]([C:30]([F:31])([F:33])[F:32])=[CH:28][CH:29]=4)[CH:3]=[C:2]([CH3:1])[N:7]=3)[CH:13]=[CH:12][CH:11]=2)[CH:15]=1)(=[O:22])=[O:21])[CH3:35]. The yield is 0.550. (9) The reactants are [F:1][C:2]([F:14])([F:13])[O:3][C:4]1[CH:9]=[CH:8][C:7]([C:10](=O)[CH3:11])=[CH:6][CH:5]=1.[H-].[Na+].[C:17]([O:24][CH2:25][CH3:26])(=[O:23])[C:18](OCC)=O.[CH2:27]([NH:29][NH2:30])[CH3:28]. No catalyst specified. The product is [CH2:27]([N:29]1[C:18]([C:17]([O:24][CH2:25][CH3:26])=[O:23])=[CH:11][C:10]([C:7]2[CH:8]=[CH:9][C:4]([O:3][C:2]([F:14])([F:13])[F:1])=[CH:5][CH:6]=2)=[N:30]1)[CH3:28]. The yield is 0.920. (10) The reactants are C(N(CC)CC)C.[C:8](Cl)(=[O:10])[CH3:9].[F:12][C:13]1[CH:14]=[CH:15][C:16]2[N:17]([C:19]([C:22]3[N:30]=[C:29]4[C:25]([N:26]([CH2:38][O:39][CH2:40][CH2:41][Si:42]([CH3:45])([CH3:44])[CH3:43])[C:27](=[O:37])[N:28]4[C@@H:31]4[CH2:36][CH2:35][CH2:34][NH:33][CH2:32]4)=[CH:24][N:23]=3)=[CH:20][N:21]=2)[CH:18]=1. The catalyst is ClCCl.C(OCC)(=O)C. The product is [C:8]([N:33]1[CH2:34][CH2:35][CH2:36][C@@H:31]([N:28]2[C:27](=[O:37])[N:26]([CH2:38][O:39][CH2:40][CH2:41][Si:42]([CH3:45])([CH3:44])[CH3:43])[C:25]3[C:29]2=[N:30][C:22]([C:19]2[N:17]4[CH:18]=[C:13]([F:12])[CH:14]=[CH:15][C:16]4=[N:21][CH:20]=2)=[N:23][CH:24]=3)[CH2:32]1)(=[O:10])[CH3:9]. The yield is 0.930.